This data is from Catalyst prediction with 721,799 reactions and 888 catalyst types from USPTO. The task is: Predict which catalyst facilitates the given reaction. (1) Reactant: [C:1]([O-:8])(=[O:7])/[CH:2]=[CH:3]/[C:4]([O-:6])=[O:5].[F:9][CH:10]([F:19])[C@H:11]1[CH2:16][NH:15][CH2:14][C@@H:13]([OH:17])[C@@H:12]1[OH:18].C(O)(=O)/C=C/C(O)=O. Product: [C:1]([OH:8])(=[O:7])/[CH:2]=[CH:3]/[C:4]([OH:6])=[O:5].[F:19][CH:10]([F:9])[C@H:11]1[CH2:16][NH:15][CH2:14][C@@H:13]([OH:17])[C@@H:12]1[OH:18]. The catalyst class is: 40. (2) Reactant: [CH2:1]([O:3][C:4](=[O:32])[C:5]1[C:10]([O:11]CC2C=CC=CC=2)=[CH:9][N:8]=[C:7]([N:19]2[CH:23]=[C:22]([C:24]3[CH:29]=[CH:28][CH:27]=[CH:26][CH:25]=3)[C:21]([C:30]#[N:31])=[CH:20]2)[CH:6]=1)[CH3:2].CO. Product: [CH2:1]([O:3][C:4](=[O:32])[C:5]1[C:10]([OH:11])=[CH:9][N:8]=[C:7]([N:19]2[CH:23]=[C:22]([C:24]3[CH:25]=[CH:26][CH:27]=[CH:28][CH:29]=3)[C:21]([C:30]#[N:31])=[CH:20]2)[CH:6]=1)[CH3:2]. The catalyst class is: 849. (3) Product: [CH3:1][O:2][C:3]1[C:11]([N+:12]([O-:14])=[O:13])=[CH:10][CH:9]=[C:8]([O:15][CH3:16])[C:4]=1[C:5]([O:7][CH3:19])=[O:6]. Reactant: [CH3:1][O:2][C:3]1[C:11]([N+:12]([O-:14])=[O:13])=[CH:10][CH:9]=[C:8]([O:15][CH3:16])[C:4]=1[C:5]([OH:7])=[O:6].CI.[C:19](=O)([O-])[O-].[K+].[K+]. The catalyst class is: 9. (4) Reactant: [CH2:1]([O:8][C:9]1[CH:14]=[CH:13][C:12]([C:15]2[CH:16]=[C:17]([O:25][CH2:26][CH2:27][N:28]([CH2:31][CH3:32])[CH2:29][CH3:30])[N:18]=[N:19][C:20]=2[CH2:21][CH2:22][CH2:23][CH3:24])=[CH:11][CH:10]=1)[C:2]1[CH:7]=[CH:6][CH:5]=[CH:4][CH:3]=1.[ClH:33]. Product: [ClH:33].[ClH:33].[CH2:1]([O:8][C:9]1[CH:10]=[CH:11][C:12]([C:15]2[CH:16]=[C:17]([O:25][CH2:26][CH2:27][N:28]([CH2:31][CH3:32])[CH2:29][CH3:30])[N:18]=[N:19][C:20]=2[CH2:21][CH2:22][CH2:23][CH3:24])=[CH:13][CH:14]=1)[C:2]1[CH:3]=[CH:4][CH:5]=[CH:6][CH:7]=1. The catalyst class is: 12.